From a dataset of Full USPTO retrosynthesis dataset with 1.9M reactions from patents (1976-2016). Predict the reactants needed to synthesize the given product. (1) Given the product [CH2:15]([O:14][C:12]([CH:11]1[CH2:17][CH2:18][N:8]([CH2:4][CH2:3][C:2]([CH3:7])([CH3:6])[CH3:1])[CH2:9][CH2:10]1)=[O:13])[CH3:16], predict the reactants needed to synthesize it. The reactants are: [CH3:1][C:2]([CH3:7])([CH3:6])[CH2:3][CH:4]=O.[NH:8]1[CH2:18][CH2:17][CH:11]([C:12]([O:14][CH2:15][CH3:16])=[O:13])[CH2:10][CH2:9]1.C([BH3-])#N.[Na+]. (2) The reactants are: [NH2:1][CH2:2][CH2:3][CH2:4][NH:5][C:6](=[O:12])[O:7][C:8]([CH3:11])([CH3:10])[CH3:9].C(N(CC)CC)C.[C:20]([O:23][CH2:24][C:25](Cl)=[O:26])(=[O:22])[CH3:21].O. Given the product [C:20]([O:23][CH2:24][C:25]([NH:1][CH2:2][CH2:3][CH2:4][NH:5][C:6]([O:7][C:8]([CH3:9])([CH3:11])[CH3:10])=[O:12])=[O:26])(=[O:22])[CH3:21], predict the reactants needed to synthesize it.